The task is: Regression. Given a peptide amino acid sequence and an MHC pseudo amino acid sequence, predict their binding affinity value. This is MHC class I binding data.. This data is from Peptide-MHC class I binding affinity with 185,985 pairs from IEDB/IMGT. (1) The peptide sequence is RIKTRLFTI. The MHC is HLA-A02:03 with pseudo-sequence HLA-A02:03. The binding affinity (normalized) is 0.0847. (2) The peptide sequence is YVFPVIFSR. The MHC is HLA-C06:02 with pseudo-sequence HLA-C06:02. The binding affinity (normalized) is 0.